From a dataset of Forward reaction prediction with 1.9M reactions from USPTO patents (1976-2016). Predict the product of the given reaction. (1) Given the reactants O[CH2:2][CH2:3][N:4]1[CH2:9][CH2:8][CH:7]([NH:10][C:11]([C:13]2[NH:14][C:15]3[C:20]([CH:21]=2)=[C:19]([C:22]2[CH:23]=[N:24][C:25]([O:28][CH3:29])=[CH:26][CH:27]=2)[CH:18]=[CH:17][CH:16]=3)=[O:12])[CH2:6][CH2:5]1.[CH3:30][C@@H:31]1[C@@H:36]([O:37]C(=O)C(C)(C)C)[CH2:35][CH2:34][NH:33][CH2:32]1, predict the reaction product. The product is: [OH:37][C@H:36]1[CH2:35][CH2:34][N:33]([CH2:2][CH2:3][N:4]2[CH2:9][CH2:8][CH:7]([NH:10][C:11]([C:13]3[NH:14][C:15]4[C:20]([CH:21]=3)=[C:19]([C:22]3[CH:23]=[N:24][C:25]([O:28][CH3:29])=[CH:26][CH:27]=3)[CH:18]=[CH:17][CH:16]=4)=[O:12])[CH2:6][CH2:5]2)[CH2:32][C@@H:31]1[CH3:30]. (2) Given the reactants C(N(C(C)C)CC)(C)C.O[CH:11]1[CH2:13][CH:12]1[C:14]([OH:16])=O.[NH2:17][C:18]1[CH:23]=[CH:22][C:21]([C:24]2[S:47][C:27]3[N:28]([CH2:38][C:39]4[C:44]([F:45])=[CH:43][CH:42]=[CH:41][C:40]=4[F:46])[CH:29]=[C:30]([C:33](=[O:37])[CH:34]([CH3:36])[CH3:35])[C:31](=[O:32])[C:26]=3[C:25]=2[CH2:48][N:49]([CH2:51][C:52]2[CH:57]=[CH:56][CH:55]=[CH:54][CH:53]=2)[CH3:50])=[CH:20][CH:19]=1.F[P-](F)(F)(F)(F)F.N1([O:74][P+](N(C)C)(N(C)C)N(C)C)C2C=CC=CC=2N=N1, predict the reaction product. The product is: [CH2:51]([N:49]([CH2:48][C:25]1[C:26]2[C:31](=[O:32])[C:30]([C:33](=[O:37])[CH:34]([CH3:36])[CH3:35])=[CH:29][N:28]([CH2:38][C:39]3[C:44]([F:45])=[CH:43][CH:42]=[CH:41][C:40]=3[F:46])[C:27]=2[S:47][C:24]=1[C:21]1[CH:20]=[CH:19][C:18]([NH:17][C:14]([C:12]2([OH:74])[CH2:11][CH2:13]2)=[O:16])=[CH:23][CH:22]=1)[CH3:50])[C:52]1[CH:53]=[CH:54][CH:55]=[CH:56][CH:57]=1.